From a dataset of Forward reaction prediction with 1.9M reactions from USPTO patents (1976-2016). Predict the product of the given reaction. (1) Given the reactants N[C:2]1[CH:13]=[CH:12][C:5]2[CH2:6][CH2:7][CH2:8][CH2:9][C:10](=[O:11])[C:4]=2[CH:3]=1.N([O-])=[O:15].[Na+].S([O-])([O-])=O.[Na+].[Na+].C1(C)C=CC=CC=1, predict the reaction product. The product is: [OH:15][C:2]1[CH:13]=[CH:12][C:5]2[CH2:6][CH2:7][CH2:8][CH2:9][C:10](=[O:11])[C:4]=2[CH:3]=1. (2) Given the reactants C(OC([N:8]([O:30]C(OC(C)(C)C)=O)[CH2:9][CH2:10][C:11]1[CH:16]=[CH:15][C:14]([N:17]2[C:21]3[CH:22]=[C:23]([Cl:27])[C:24]([Cl:26])=[CH:25][C:20]=3[N:19]=[C:18]2[CH2:28][CH3:29])=[CH:13][CH:12]=1)=O)(C)(C)C.Cl.O.C(=O)(O)[O-].[Na+], predict the reaction product. The product is: [Cl:26][C:24]1[C:23]([Cl:27])=[CH:22][C:21]2[N:17]([C:14]3[CH:13]=[CH:12][C:11]([CH2:10][CH2:9][NH:8][OH:30])=[CH:16][CH:15]=3)[C:18]([CH2:28][CH3:29])=[N:19][C:20]=2[CH:25]=1. (3) Given the reactants [C:1]([O:5][C:6]([N:8]1[CH2:13][CH2:12][C@@H:11]([NH2:14])[C@H:10]([OH:15])[CH2:9]1)=[O:7])([CH3:4])([CH3:3])[CH3:2].[C:16](=N)([C:23]1[CH:28]=[CH:27][CH:26]=[CH:25][CH:24]=1)[C:17]1[CH:22]=[CH:21][CH:20]=[CH:19][CH:18]=1.C(N(CC)CC)C, predict the reaction product. The product is: [C:1]([O:5][C:6]([N:8]1[CH2:13][CH2:12][C@@H:11]([N:14]=[C:16]([C:17]2[CH:22]=[CH:21][CH:20]=[CH:19][CH:18]=2)[C:23]2[CH:28]=[CH:27][CH:26]=[CH:25][CH:24]=2)[C@H:10]([OH:15])[CH2:9]1)=[O:7])([CH3:4])([CH3:2])[CH3:3]. (4) The product is: [CH3:21][C:16]1([CH3:22])[C:17]([CH3:20])([CH3:19])[O:18][B:14]([C:2]2[CH:7]=[CH:6][C:5]([C:8]3([CH2:12][OH:13])[CH2:11][O:10][CH2:9]3)=[CH:4][CH:3]=2)[O:15]1. Given the reactants Br[C:2]1[CH:7]=[CH:6][C:5]([C:8]2([CH2:12][OH:13])[CH2:11][O:10][CH2:9]2)=[CH:4][CH:3]=1.[B:14]1([B:14]2[O:18][C:17]([CH3:20])([CH3:19])[C:16]([CH3:22])([CH3:21])[O:15]2)[O:18][C:17]([CH3:20])([CH3:19])[C:16]([CH3:22])([CH3:21])[O:15]1.C([O-])(=O)C.[K+], predict the reaction product. (5) The product is: [O:4]1[CH2:5][CH2:6][N:1]([CH2:8][CH2:9][CH2:10][Cl:11])[CH2:2][CH2:3]1. Given the reactants [NH:1]1[CH2:6][CH2:5][O:4][CH2:3][CH2:2]1.Br[CH2:8][CH2:9][CH2:10][Cl:11], predict the reaction product.